From a dataset of Full USPTO retrosynthesis dataset with 1.9M reactions from patents (1976-2016). Predict the reactants needed to synthesize the given product. Given the product [CH3:16][N:14]([CH3:15])[CH2:13][CH2:12][CH2:11][C:10]1[C:6]([C:4]([OH:5])=[O:3])=[C:7]([CH3:19])[NH:8][C:9]=1[CH:17]=[O:18], predict the reactants needed to synthesize it. The reactants are: C([O:3][C:4]([C:6]1[C:10]([CH2:11][CH2:12][CH2:13][N:14]([CH3:16])[CH3:15])=[C:9]([CH:17]=[O:18])[NH:8][C:7]=1[CH3:19])=[O:5])C.[OH-].[Na+].O.